From a dataset of Full USPTO retrosynthesis dataset with 1.9M reactions from patents (1976-2016). Predict the reactants needed to synthesize the given product. (1) Given the product [NH:11]1[C:4]2[CH2:5][CH2:6][CH2:7][CH2:8][CH2:9][C:3]=2[CH:2]=[N:12]1, predict the reactants needed to synthesize it. The reactants are: O/[CH:2]=[C:3]1\[C:4](=O)[CH2:5][CH2:6][CH2:7][CH2:8][CH2:9]\1.[NH2:11][NH2:12]. (2) The reactants are: [CH2:1]([N:3]1[C:8](=[O:9])[C:7]([C:10]2[CH:15]=[CH:14][C:13]([OH:16])=[C:12]([F:17])[CH:11]=2)=[CH:6][N:5]=[C:4]1[NH:18][C:19]1[CH:24]=[CH:23][CH:22]=[CH:21][CH:20]=1)[CH3:2].Cl[C:26]1[C:35]2[C:30](=[CH:31][C:32]([O:38][CH2:39][CH2:40][CH2:41][N:42]3[CH2:47][CH2:46][O:45][CH2:44][CH2:43]3)=[C:33]([O:36][CH3:37])[CH:34]=2)[N:29]=[CH:28][CH:27]=1. Given the product [CH2:1]([N:3]1[C:8](=[O:9])[C:7]([C:10]2[CH:15]=[CH:14][C:13]([O:16][C:26]3[C:35]4[C:30](=[CH:31][C:32]([O:38][CH2:39][CH2:40][CH2:41][N:42]5[CH2:43][CH2:44][O:45][CH2:46][CH2:47]5)=[C:33]([O:36][CH3:37])[CH:34]=4)[N:29]=[CH:28][CH:27]=3)=[C:12]([F:17])[CH:11]=2)=[CH:6][N:5]=[C:4]1[NH:18][C:19]1[CH:24]=[CH:23][CH:22]=[CH:21][CH:20]=1)[CH3:2], predict the reactants needed to synthesize it. (3) The reactants are: [C:1]([O:5][C:6]([N:8]1[CH2:15][CH2:14][CH2:13][C@H:9]1[C:10]([OH:12])=[O:11])=[O:7])([CH3:4])([CH3:3])[CH3:2].[CH2:16](O)[CH3:17].Cl.CN(C)CCCN=C=NCC.C(OCC)(=O)C. Given the product [CH3:16][CH2:17][O:11][C:10]([C@@H:9]1[CH2:13][CH2:14][CH2:15][N:8]1[C:6]([O:5][C:1]([CH3:4])([CH3:2])[CH3:3])=[O:7])=[O:12], predict the reactants needed to synthesize it. (4) Given the product [CH3:10][O:9][C:7](=[O:8])[C:6]1[CH:11]=[CH:12][C:3]([CH2:2][N:13]2[C:17]3[CH:18]=[CH:19][CH:20]=[CH:21][C:16]=3[NH:15][C:14]2=[O:24])=[CH:4][CH:5]=1, predict the reactants needed to synthesize it. The reactants are: Br[CH2:2][C:3]1[CH:12]=[CH:11][C:6]([C:7]([O:9][CH3:10])=[O:8])=[CH:5][CH:4]=1.[NH:13]1[C:17]2[CH:18]=[CH:19][CH:20]=[CH:21][C:16]=2[N:15]=[C:14]1S.C([O-])([O-])=[O:24].[Cs+].[Cs+].O. (5) Given the product [OH:1][C:2]1[C:3]([C:4]([OH:6])=[O:5])=[CH:8][N:9]([C:10]2[CH:15]=[CH:14][CH:13]=[CH:12][CH:11]=2)[C:17](=[O:19])[CH:16]=1, predict the reactants needed to synthesize it. The reactants are: [O:1]=[C:2]([CH2:16][C:17]([O:19]C)=O)[C:3](=[CH:8][NH:9][C:10]1[CH:15]=[CH:14][CH:13]=[CH:12][CH:11]=1)[C:4]([O:6]C)=[O:5]. (6) Given the product [ClH:40].[F:1][C:2]1[CH:7]=[CH:6][C:5]([N+:34]([O-:36])=[O:35])=[CH:4][C:3]=1[C@:8]12[CH2:16][O:15][C@H:14]([C:17]([F:18])([F:19])[F:20])[C@H:13]1[CH2:12][S:11][C:10]([NH2:21])=[N:9]2, predict the reactants needed to synthesize it. The reactants are: [F:1][C:2]1[CH:7]=[CH:6][CH:5]=[CH:4][C:3]=1[C@:8]12[CH2:16][O:15][C@H:14]([C:17]([F:20])([F:19])[F:18])[C@H:13]1[CH2:12][S:11][C:10]([NH2:21])=[N:9]2.FC(F)(F)C(O)=O.S(=O)(=O)(O)O.[N+:34]([O-])([OH:36])=[O:35].[OH-].[Na+].[ClH:40]. (7) Given the product [C:13]([O:12][C:10]([N:3]1[CH2:8][CH2:7][C:6](=[O:9])[CH2:5][CH2:4]1)=[O:11])([CH3:16])([CH3:15])[CH3:14], predict the reactants needed to synthesize it. The reactants are: Cl.O.[NH:3]1[CH2:8][CH2:7][C:6](=[O:9])[CH2:5][CH2:4]1.[C:10](O[C:10]([O:12][C:13]([CH3:16])([CH3:15])[CH3:14])=[O:11])([O:12][C:13]([CH3:16])([CH3:15])[CH3:14])=[O:11]. (8) Given the product [C:1]1([C:7](=[N:9][C@H:10]([CH3:15])[C:11]([F:12])([F:13])[F:14])[CH3:8])[CH:2]=[CH:3][CH:4]=[CH:5][CH:6]=1, predict the reactants needed to synthesize it. The reactants are: [C:1]1([C@@H:7]([N:9]=[C:10]([CH3:15])[C:11]([F:14])([F:13])[F:12])[CH3:8])[CH:6]=[CH:5][CH:4]=[CH:3][CH:2]=1.C1CCN2C(=NCCC2)CC1. (9) Given the product [CH3:28][N:11]1[C:10]([S:4][CH3:3])=[C:18]2[C:13]([N:14]([C:19]3[C:24]([CH3:25])=[CH:23][C:22]([CH3:26])=[CH:21][C:20]=3[CH3:2])[CH2:15][CH2:16][CH2:17]2)=[N:12]1, predict the reactants needed to synthesize it. The reactants are: I[CH3:2].[CH3:3][S:4](=S)(OC)=O.Br[C:10]1[N:11]([CH3:28])[N:12]=[C:13]2[C:18]=1[CH2:17][CH2:16][CH2:15][N:14]2[C:19]1[C:24]([CH3:25])=[CH:23][C:22]([CH3:26])=[CH:21][C:20]=1Cl. (10) Given the product [CH:1]1([CH2:4][O:5][CH2:6][C:7]2[CH:8]=[CH:9][C:10]([C@@H:13]3[C@@H:18]([O:19][CH2:20][C:21]4[CH:22]=[CH:23][C:24]5[O:29][CH2:28][CH2:27][N:26]([CH2:30][CH2:31][CH2:32][O:33][CH3:34])[C:25]=5[CH:35]=4)[CH2:17][NH:16][CH2:15][C@H:14]3[O:46][CH2:57][CH2:56][C@H:55]([OH:54])[CH3:59])=[CH:11][CH:12]=2)[CH2:3][CH2:2]1, predict the reactants needed to synthesize it. The reactants are: [CH:1]1([CH2:4][O:5][CH2:6][C:7]2[CH:12]=[CH:11][C:10]([C@@H:13]3[C@@H:18]([O:19][CH2:20][C:21]4[CH:22]=[CH:23][C:24]5[O:29][CH2:28][CH2:27][N:26]([CH2:30][CH2:31][CH2:32][O:33][CH3:34])[C:25]=5[CH:35]=4)[CH2:17][N:16](S(C4C=CC(C)=CC=4)(=O)=O)[CH2:15][C@H:14]3[OH:46])=[CH:9][CH:8]=2)[CH2:3][CH2:2]1.C([Si]([O:54][C@H:55]([CH3:59])[CH2:56][CH2:57]I)(C)C)(C)(C)C.